This data is from Reaction yield outcomes from USPTO patents with 853,638 reactions. The task is: Predict the reaction yield, written as a fraction of the theoretical maximum amount of product (1.0 means a 100% yield; for example, 0.34 means a 34% yield). (1) The reactants are [CH2:1]([C@@H:8]([NH:25][CH3:26])[CH2:9][N:10]1[CH2:15][CH2:14][C:13]([C:16]2[CH:21]=[C:20]([F:22])[CH:19]=[CH:18][C:17]=2[O:23][CH3:24])=[CH:12][CH2:11]1)[C:2]1[CH:7]=[CH:6][CH:5]=[CH:4][CH:3]=1.C(N(CC)CC)C.[CH3:34][C:35]1([C:41](Cl)=[O:42])[CH2:40][CH2:39][CH2:38][CH2:37][CH2:36]1.C(O)(=O)/C=C/C(O)=O. The catalyst is ClCCl.C(O)C. The product is [CH2:1]([C@@H:8]([N:25]([CH3:26])[C:41]([C:35]1([CH3:34])[CH2:40][CH2:39][CH2:38][CH2:37][CH2:36]1)=[O:42])[CH2:9][N:10]1[CH2:15][CH2:14][CH:13]([C:16]2[CH:21]=[C:20]([F:22])[CH:19]=[CH:18][C:17]=2[O:23][CH3:24])[CH2:12][CH2:11]1)[C:2]1[CH:3]=[CH:4][CH:5]=[CH:6][CH:7]=1. The yield is 0.550. (2) The reactants are Br[C:2]1[CH:3]=[CH:4][C:5]2[C:11]3[N:12]=[C:13]([N:15]4[C:19]([CH3:21])([CH3:20])[C:18](=[O:22])[NH:17][C:16]4=[O:23])[S:14][C:10]=3[CH2:9][CH2:8][O:7][C:6]=2[CH:24]=1.[CH3:25][C:26]([OH:43])([CH3:42])[CH2:27][N:28]1[CH:32]=[C:31](B2OC(C)(C)C(C)(C)O2)[CH:30]=[N:29]1. No catalyst specified. The product is [OH:43][C:26]([CH3:42])([CH3:25])[CH2:27][N:28]1[CH:32]=[C:31]([C:2]2[CH:3]=[CH:4][C:5]3[C:11]4[N:12]=[C:13]([N:15]5[C:19]([CH3:21])([CH3:20])[C:18](=[O:22])[NH:17][C:16]5=[O:23])[S:14][C:10]=4[CH2:9][CH2:8][O:7][C:6]=3[CH:24]=2)[CH:30]=[N:29]1. The yield is 0.120. (3) The reactants are [CH2:1]([NH:8][C@H:9]([C:12]([OH:14])=[O:13])[CH2:10][OH:11])[C:2]1[CH:7]=[CH:6][CH:5]=[CH:4][CH:3]=1.C(=O)([O-])[O-].[K+].[K+].Cl[CH2:22][C:23](Cl)=[O:24].[OH-].[Na+]. The catalyst is O.CCCCCCC.C1COCC1. The product is [CH2:1]([N:8]1[C:23](=[O:24])[CH2:22][O:11][CH2:10][CH:9]1[C:12]([OH:14])=[O:13])[C:2]1[CH:7]=[CH:6][CH:5]=[CH:4][CH:3]=1. The yield is 0.849. (4) The reactants are [F:1][C:2]1[CH:7]=[C:6]([I:8])[CH:5]=[CH:4][C:3]=1[NH:9][C:10]1[CH2:14][S:13][CH2:12][C:11]=1[C:15]([O:17][CH3:18])=[O:16].ClC1C(=O)C(Cl)=C(Cl)C(=O)C=1Cl. The catalyst is C1(C)C=CC=CC=1. The product is [F:1][C:2]1[CH:7]=[C:6]([I:8])[CH:5]=[CH:4][C:3]=1[NH:9][C:10]1[C:11]([C:15]([O:17][CH3:18])=[O:16])=[CH:12][S:13][CH:14]=1. The yield is 0.620. (5) The reactants are [CH2:1]([C:3]1[N:4]([C:28]2[CH:33]=[CH:32][C:31]([OH:34])=[CH:30][CH:29]=2)[C:5](=[O:27])[C:6]([CH2:12][C:13]2[CH:18]=[CH:17][C:16]([C:19]3[C:20]([C:25]#[N:26])=[CH:21][CH:22]=[CH:23][CH:24]=3)=[CH:15][CH:14]=2)=[C:7]([CH2:9][CH2:10][CH3:11])[N:8]=1)[CH3:2].[CH3:35][C:36]1([CH3:43])[CH2:41][CH:40](O)[CH2:39][CH2:38][O:37]1.C1(P(C2C=CC=CC=2)C2C=CC=CC=2)C=CC=CC=1.[N:64]([C:65]([O:67]C(C)C)=[O:66])=[N:64][C:65]([O:67]C(C)C)=[O:66]. The catalyst is O1CCCC1.O. The product is [CH3:35][C:36]1([CH3:43])[CH2:41][CH:40]([O:34][C:31]2[CH:32]=[CH:33][C:28]([N:4]3[C:5](=[O:27])[C:6]([CH2:12][C:13]4[CH:18]=[CH:17][C:16]([C:19]5[CH:24]=[CH:23][CH:22]=[CH:21][C:20]=5[C:25]5[NH:64][C:65](=[O:66])[O:67][N:26]=5)=[CH:15][CH:14]=4)=[C:7]([CH2:9][CH2:10][CH3:11])[N:8]=[C:3]3[CH2:1][CH3:2])=[CH:29][CH:30]=2)[CH2:39][CH2:38][O:37]1. The yield is 0.410.